From a dataset of Catalyst prediction with 721,799 reactions and 888 catalyst types from USPTO. Predict which catalyst facilitates the given reaction. (1) Reactant: [CH2:1]([O:3][C:4]1[CH:37]=[C:36]([F:38])[C:7]([CH2:8][N:9]2[C:17]3[C:12](=[CH:13][CH:14]=[CH:15][CH:16]=3)[C:11]([C:18]3[N:23]=[C:22]([NH:24][C:25]4[CH:33]=[CH:32][CH:31]=[CH:30][C:26]=4[C:27](O)=[O:28])[C:21]([O:34][CH3:35])=[CH:20][N:19]=3)=[N:10]2)=[C:6]([F:39])[CH:5]=1)[CH3:2].N.C([N:44](CC)C(C)C)(C)C.F[P-](F)(F)(F)(F)F.N1(O[P+](N2CCCC2)(N2CCCC2)N2CCCC2)C2C=CC=CC=2N=N1. Product: [CH2:1]([O:3][C:4]1[CH:37]=[C:36]([F:38])[C:7]([CH2:8][N:9]2[C:17]3[C:12](=[CH:13][CH:14]=[CH:15][CH:16]=3)[C:11]([C:18]3[N:23]=[C:22]([NH:24][C:25]4[CH:33]=[CH:32][CH:31]=[CH:30][C:26]=4[C:27]([NH2:44])=[O:28])[C:21]([O:34][CH3:35])=[CH:20][N:19]=3)=[N:10]2)=[C:6]([F:39])[CH:5]=1)[CH3:2]. The catalyst class is: 35. (2) Reactant: [C:1]([C:3]1[CH:8]=[CH:7][C:6]([C:9]2[N:13]3[CH:14]=[C:15]([C:18]4[CH:26]=[CH:25][C:21]([C:22](O)=[O:23])=[CH:20][CH:19]=4)[CH:16]=[CH:17][C:12]3=[N:11][CH:10]=2)=[CH:5][CH:4]=1)#[N:2].CN(C(ON1N=NC2C=CC=NC1=2)=[N+](C)C)C.F[P-](F)(F)(F)(F)F.CN1CCOCC1.[N:58]1[CH:63]=[CH:62][C:61]([N:64]2[CH2:69][CH2:68][NH:67][CH2:66][CH2:65]2)=[CH:60][CH:59]=1. Product: [N:58]1[CH:63]=[CH:62][C:61]([N:64]2[CH2:65][CH2:66][N:67]([C:22]([C:21]3[CH:20]=[CH:19][C:18]([C:15]4[CH:16]=[CH:17][C:12]5[N:13]([C:9]([C:6]6[CH:7]=[CH:8][C:3]([C:1]#[N:2])=[CH:4][CH:5]=6)=[CH:10][N:11]=5)[CH:14]=4)=[CH:26][CH:25]=3)=[O:23])[CH2:68][CH2:69]2)=[CH:60][CH:59]=1. The catalyst class is: 18. (3) Reactant: [C:1]([Si:5]([CH3:15])([CH3:14])[O:6][C:7]1[CH:12]=[CH:11][C:10]([OH:13])=[CH:9][CH:8]=1)([CH3:4])([CH3:3])[CH3:2].C(=O)([O-])[O-].[Ca+2].[Br:21]Br.[O-]S([O-])(=O)=O.[Mg+2]. Product: [Br:21][C:9]1[CH:8]=[C:7]([O:6][Si:5]([C:1]([CH3:4])([CH3:3])[CH3:2])([CH3:15])[CH3:14])[CH:12]=[CH:11][C:10]=1[OH:13]. The catalyst class is: 4. (4) Reactant: C(O)(C(F)(F)F)=O.[CH3:8][O:9][C:10](=[O:28])[C:11]1[CH:16]=[CH:15][C:14]([NH:17][CH:18]2[CH2:24][CH:23]3[N:25]([CH3:26])[CH:20]([CH2:21][CH2:22]3)[CH2:19]2)=[C:13]([OH:27])[CH:12]=1.F[C:30]1[CH:35]=[CH:34][CH:33]=[CH:32][C:31]=1[N+]([O-])=O.C(=O)([O-])[O-].[K+].[K+]. Product: [CH3:8][O:9][C:10]([C:11]1[CH:16]=[CH:15][C:14]2[N:17]([CH:18]3[CH2:19][CH:20]4[N:25]([CH3:26])[CH:23]([CH2:22][CH2:21]4)[CH2:24]3)[C:30]3[C:35]([O:27][C:13]=2[CH:12]=1)=[CH:34][CH:33]=[CH:32][CH:31]=3)=[O:28]. The catalyst class is: 3. (5) Reactant: [F:1][C:2]([F:21])([C:6]1[CH:11]=[CH:10][CH:9]=[C:8]([O:12][CH2:13][CH2:14][N:15]2[CH2:20][CH2:19][CH2:18][CH2:17][CH2:16]2)[CH:7]=1)[C:3]([OH:5])=O.Cl.[NH2:23][CH2:24][C:25]1[CH:26]=[C:27]2[C:31](=[CH:32][CH:33]=1)[C:30](=[O:34])[N:29]([CH:35]1[CH2:40][CH2:39][C:38](=[O:41])[NH:37][C:36]1=[O:42])[CH2:28]2.C(N(CC)C(C)C)(C)C.F[P-](F)(F)(F)(F)F.CN(C(N(C)C)=[N+]1C2C(=NC=CC=2)[N+]([O-])=N1)C. Product: [O:42]=[C:36]1[CH:35]([N:29]2[CH2:28][C:27]3[C:31](=[CH:32][CH:33]=[C:25]([CH2:24][NH:23][C:3](=[O:5])[C:2]([F:1])([F:21])[C:6]4[CH:11]=[CH:10][CH:9]=[C:8]([O:12][CH2:13][CH2:14][N:15]5[CH2:20][CH2:19][CH2:18][CH2:17][CH2:16]5)[CH:7]=4)[CH:26]=3)[C:30]2=[O:34])[CH2:40][CH2:39][C:38](=[O:41])[NH:37]1. The catalyst class is: 35. (6) Reactant: [Br:1][C:2]1[CH:7]=[CH:6][C:5]([C@@H:8]([N:10]([CH2:20][CH2:21][C@@:22]([OH:34])([C:28]2[CH:33]=[CH:32][CH:31]=[CH:30][CH:29]=2)[CH2:23][C:24]([OH:27])([CH3:26])[CH3:25])[C:11](=O)[O:12]C2C=CC=CC=2)[CH3:9])=[CH:4][CH:3]=1.CN1C(=O)CCC1.[OH-].[K+]. Product: [Br:1][C:2]1[CH:7]=[CH:6][C:5]([C@@H:8]([N:10]2[CH2:20][CH2:21][C@:22]([CH2:23][C:24]([OH:27])([CH3:26])[CH3:25])([C:28]3[CH:29]=[CH:30][CH:31]=[CH:32][CH:33]=3)[O:34][C:11]2=[O:12])[CH3:9])=[CH:4][CH:3]=1. The catalyst class is: 6.